This data is from Catalyst prediction with 721,799 reactions and 888 catalyst types from USPTO. The task is: Predict which catalyst facilitates the given reaction. (1) Reactant: Cl.[CH3:2][O:3][C:4](=[O:14])[CH2:5][C:6]1[CH:11]=[CH:10][CH:9]=[CH:8][C:7]=1[CH2:12][NH2:13].C(N(CC)CC)C.[C:22](O[C:22]([O:24][C:25]([CH3:28])([CH3:27])[CH3:26])=[O:23])([O:24][C:25]([CH3:28])([CH3:27])[CH3:26])=[O:23]. Product: [CH3:2][O:3][C:4](=[O:14])[CH2:5][C:6]1[CH:11]=[CH:10][CH:9]=[CH:8][C:7]=1[CH2:12][NH:13][C:22]([O:24][C:25]([CH3:28])([CH3:27])[CH3:26])=[O:23]. The catalyst class is: 4. (2) Reactant: [Br:1][C:2]1[CH:3]=[CH:4][C:5]2[N:9]=[CH:8][N:7]([CH:10]3[CH2:15][CH2:14][NH:13][CH2:12][CH2:11]3)[C:6]=2[CH:16]=1.[C:17](Cl)([CH3:19])=[O:18]. Product: [Br:1][C:2]1[CH:3]=[CH:4][C:5]2[N:9]=[CH:8][N:7]([CH:10]3[CH2:11][CH2:12][N:13]([C:17](=[O:18])[CH3:19])[CH2:14][CH2:15]3)[C:6]=2[CH:16]=1. The catalyst class is: 202. (3) Reactant: [Cl:1][C:2]1[CH:3]=[C:4]2[C:8](=[CH:9][CH:10]=1)[N:7]([C:11]1[N:15]([CH3:16])[N:14]=[C:13]([CH3:17])[C:12]=1[CH:18]=O)[CH:6]=[CH:5]2.C(O)(=O)[CH2:21][C:22]([OH:24])=[O:23].N1CCCCC1. Product: [Cl:1][C:2]1[CH:3]=[C:4]2[C:8](=[CH:9][CH:10]=1)[N:7]([C:11]1[N:15]([CH3:16])[N:14]=[C:13]([CH3:17])[C:12]=1/[CH:18]=[CH:21]/[C:22]([OH:24])=[O:23])[CH:6]=[CH:5]2. The catalyst class is: 17. (4) Reactant: [CH3:1][C:2]1[CH:3]=[CH:4][C:5]([NH:21][C:22]([C:24]2[CH:25]=[CH:26][C:27]([CH2:30][N:31]3[CH2:36][CH2:35][N:34]([CH3:37])[CH2:33][CH2:32]3)=[CH:28][CH:29]=2)=[O:23])=[CH:6][C:7]=1[NH:8][C:9]1[N:10]=[CH:11][CH:12]=[C:13]([C:15]2[CH:16]=[CH:17][CH:18]=[N:19][CH:20]=2)[N:14]=1.CS(O)(=O)=O.C([O-])(O)=O.[Na+]. Product: [CH3:1][C:2]1[CH:3]=[CH:4][C:5]([NH:21][C:22]([C:24]2[CH:29]=[CH:28][C:27]([CH2:30][N:31]3[CH2:32][CH2:33][N:34]([CH3:37])[CH2:35][CH2:36]3)=[CH:26][CH:25]=2)=[O:23])=[CH:6][C:7]=1[NH:8][C:9]1[N:10]=[CH:11][CH:12]=[C:13]([C:15]2[CH:16]=[CH:17][CH:18]=[N:19][CH:20]=2)[N:14]=1. The catalyst class is: 4. (5) Reactant: [F:1][C:2]1[CH:15]=[CH:14][C:5]([O:6][C:7]2[CH:12]=[CH:11][C:10](N)=[CH:9][CH:8]=2)=[CH:4][CH:3]=1.S(=O)(=O)(O)O.N([O-])=O.[Na+].[I-:25].[Na+]. Product: [F:1][C:2]1[CH:15]=[CH:14][C:5]([O:6][C:7]2[CH:12]=[CH:11][C:10]([I:25])=[CH:9][CH:8]=2)=[CH:4][CH:3]=1. The catalyst class is: 149. (6) Reactant: Cl[C:2]1[C:7]([C:8]2[CH:13]=[CH:12][C:11]([CH3:14])=[CH:10][CH:9]=2)=[C:6]([Cl:15])[N:5]=[C:4]([C:16]2[CH:21]=[CH:20][N:19]=[CH:18][CH:17]=2)[N:3]=1.[K+].[CH:23]([C:26]1[CH:27]=[CH:28][C:29]([S:32]([NH-:35])(=[O:34])=[O:33])=[N:30][CH:31]=1)([CH3:25])[CH3:24]. Product: [CH:23]([C:26]1[CH:27]=[CH:28][C:29]([S:32]([NH:35][C:2]2[C:7]([C:8]3[CH:13]=[CH:12][C:11]([CH3:14])=[CH:10][CH:9]=3)=[C:6]([Cl:15])[N:5]=[C:4]([C:16]3[CH:21]=[CH:20][N:19]=[CH:18][CH:17]=3)[N:3]=2)(=[O:34])=[O:33])=[N:30][CH:31]=1)([CH3:25])[CH3:24]. The catalyst class is: 3. (7) Reactant: [OH:1][C:2]([C:55]1[S:56][CH:57]=[CH:58][CH:59]=1)([C:50]1[S:51][CH:52]=[CH:53][CH:54]=1)[C:3]([O:5][C@H:6]1[CH2:11][CH2:10][C@H:9]([N:12]([CH2:14][CH2:15][CH2:16][N:17]2[C:21]3[CH:22]=[CH:23][C:24]([CH2:26][NH:27][CH2:28][C@H:29]([O:42][Si](C(C)(C)C)(C)C)[C:30]4[CH:39]=[CH:38][C:37]([OH:40])=[C:36]5[C:31]=4[CH:32]=[CH:33][C:34](=[O:41])[NH:35]5)=[CH:25][C:20]=3[N:19]=[N:18]2)[CH3:13])[CH2:8][CH2:7]1)=[O:4].[FH:60].F.F.C(N(CC)CC)C.C(#N)C. Product: [FH:60].[FH:60].[OH:1][C:2]([C:50]1[S:51][CH:52]=[CH:53][CH:54]=1)([C:55]1[S:56][CH:57]=[CH:58][CH:59]=1)[C:3]([O:5][C@H:6]1[CH2:11][CH2:10][C@H:9]([N:12]([CH2:14][CH2:15][CH2:16][N:17]2[C:21]3[CH:22]=[CH:23][C:24]([CH2:26][NH:27][CH2:28][C@H:29]([OH:42])[C:30]4[CH:39]=[CH:38][C:37]([OH:40])=[C:36]5[C:31]=4[CH:32]=[CH:33][C:34](=[O:41])[NH:35]5)=[CH:25][C:20]=3[N:19]=[N:18]2)[CH3:13])[CH2:8][CH2:7]1)=[O:4]. The catalyst class is: 1. (8) Reactant: [Cl:1][C:2]1[CH:7]=[C:6]2[NH:8][C:9](=[O:45])[C:10]3([CH:15]([C:16]4[CH:21]=[C:20]([Cl:22])[CH:19]=[CH:18][C:17]=4[O:23][C:24]([CH2:34][CH3:35])([C:27]([NH:29][S:30]([CH3:33])(=[O:32])=[O:31])=[O:28])[CH2:25][CH3:26])[CH2:14][C:13](=[O:36])[NH:12][CH:11]3[C:37]3[CH:42]=[C:41]([F:43])[CH:40]=[CH:39][C:38]=3[CH3:44])[C:5]2=[CH:4][CH:3]=1.[C:46](O[C:46](=[O:49])[CH2:47][CH3:48])(=[O:49])[CH2:47][CH3:48]. The catalyst class is: 230. Product: [Cl:1][C:2]1[CH:7]=[C:6]2[N:8]([C:46](=[O:49])[CH2:47][CH3:48])[C:9](=[O:45])[C:10]3([CH:15]([C:16]4[CH:21]=[C:20]([Cl:22])[CH:19]=[CH:18][C:17]=4[O:23][C:24]([CH2:34][CH3:35])([C:27]([NH:29][S:30]([CH3:33])(=[O:32])=[O:31])=[O:28])[CH2:25][CH3:26])[CH2:14][C:13](=[O:36])[NH:12][CH:11]3[C:37]3[CH:42]=[C:41]([F:43])[CH:40]=[CH:39][C:38]=3[CH3:44])[C:5]2=[CH:4][CH:3]=1. (9) Reactant: [OH:1][CH2:2][CH2:3][N:4]1[C:8](=[O:9])[C:7]2=[CH:10][CH:11]=[CH:12][CH:13]=[C:6]2[C:5]1=[O:14].O. The catalyst class is: 2. Product: [O:1]=[CH:2][CH2:3][N:4]1[C:8](=[O:9])[C:7]2=[CH:10][CH:11]=[CH:12][CH:13]=[C:6]2[C:5]1=[O:14].